The task is: Regression. Given two drug SMILES strings and cell line genomic features, predict the synergy score measuring deviation from expected non-interaction effect.. This data is from NCI-60 drug combinations with 297,098 pairs across 59 cell lines. Drug 1: CCC1=C2CN3C(=CC4=C(C3=O)COC(=O)C4(CC)O)C2=NC5=C1C=C(C=C5)O. Drug 2: C1CNP(=O)(OC1)N(CCCl)CCCl. Cell line: SF-295. Synergy scores: CSS=22.1, Synergy_ZIP=0.0128, Synergy_Bliss=-5.08, Synergy_Loewe=-89.2, Synergy_HSA=-3.92.